From a dataset of Forward reaction prediction with 1.9M reactions from USPTO patents (1976-2016). Predict the product of the given reaction. (1) Given the reactants [H-].[Na+].[CH:3]1([NH:6][C:7]([C:9]2[CH:10]=[N:11][NH:12][CH:13]=2)=[O:8])[CH2:5][CH2:4]1.[C:14]([C:18]1[N:22]([CH2:23][CH:24]2[CH2:29][CH2:28][O:27][CH2:26][CH2:25]2)[C:21]2[CH:30]=[CH:31][C:32]([S:34](Cl)(=[O:36])=[O:35])=[CH:33][C:20]=2[N:19]=1)([CH3:17])([CH3:16])[CH3:15], predict the reaction product. The product is: [C:14]([C:18]1[N:22]([CH2:23][CH:24]2[CH2:25][CH2:26][O:27][CH2:28][CH2:29]2)[C:21]2[CH:30]=[CH:31][C:32]([S:34]([N:11]3[CH:10]=[C:9]([C:7]([NH:6][CH:3]4[CH2:4][CH2:5]4)=[O:8])[CH:13]=[N:12]3)(=[O:35])=[O:36])=[CH:33][C:20]=2[N:19]=1)([CH3:17])([CH3:15])[CH3:16]. (2) Given the reactants C1(CCN2C3C(=CC=CC=3)C(O)(C3C(O)=CC4OCOC=4C=3)C2=O)CC1.[C:27]1([CH:33]([C:55]2[CH:60]=[CH:59][CH:58]=[CH:57][CH:56]=2)[N:34]2[C:42]3[C:37](=[CH:38][CH:39]=[CH:40][CH:41]=3)[C:36](O)([C:43]3[C:51]([OH:52])=[CH:50][C:46]4[O:47][CH2:48][O:49][C:45]=4[CH:44]=3)[C:35]2=[O:54])[CH:32]=[CH:31][CH:30]=[CH:29][CH:28]=1, predict the reaction product. The product is: [C:55]1([CH:33]([C:27]2[CH:32]=[CH:31][CH:30]=[CH:29][CH:28]=2)[N:34]2[C:42]3[C:37](=[CH:38][CH:39]=[CH:40][CH:41]=3)[CH:36]([C:43]3[C:51]([OH:52])=[CH:50][C:46]4[O:47][CH2:48][O:49][C:45]=4[CH:44]=3)[C:35]2=[O:54])[CH:56]=[CH:57][CH:58]=[CH:59][CH:60]=1.